Dataset: Full USPTO retrosynthesis dataset with 1.9M reactions from patents (1976-2016). Task: Predict the reactants needed to synthesize the given product. (1) Given the product [ClH:1].[Cl:38][C:18]([C:27]1[N:31]([CH3:32])[CH:30]=[N:29][CH:28]=1)([C:20]1[CH:21]=[CH:22][C:23]([CH3:26])=[CH:24][CH:25]=1)[C:15]1[CH:16]=[C:17]2[C:12](=[CH:13][CH:14]=1)[N:11]1[N:33]=[N:34][N:35]=[C:10]1[N:9]=[C:8]2[C:4]1[CH:5]=[CH:6][CH:7]=[C:2]([Cl:1])[CH:3]=1, predict the reactants needed to synthesize it. The reactants are: [Cl:1][C:2]1[CH:3]=[C:4]([C:8]2[C:17]3[C:12](=[CH:13][CH:14]=[C:15]([C:18]([C:27]4[N:31]([CH3:32])[CH:30]=[N:29][CH:28]=4)([C:20]4[CH:25]=[CH:24][C:23]([CH3:26])=[CH:22][CH:21]=4)O)[CH:16]=3)[N:11]3[N:33]=[N:34][N:35]=[C:10]3[N:9]=2)[CH:5]=[CH:6][CH:7]=1.S(Cl)([Cl:38])=O. (2) Given the product [Cl:18][C:2]1[C:7]2[N:8]([CH3:9])[C:13]([CH2:12][Cl:11])=[N:10][C:6]=2[CH:5]=[CH:4][CH:3]=1, predict the reactants needed to synthesize it. The reactants are: Cl[C:2]1[CH:3]=[CH:4][CH:5]=[C:6]([NH2:10])[C:7]=1[NH:8][CH3:9].[Cl:11][CH2:12][C:13](O)=O.[OH-].[Na+].[ClH:18]. (3) Given the product [NH2:12][C:11]1[CH:10]=[C:9]([Br:8])[CH:15]=[CH:14][C:13]=1[S:2]([NH2:5])(=[O:3])=[O:4], predict the reactants needed to synthesize it. The reactants are: Cl[S:2]([N:5]=C=O)(=[O:4])=[O:3].[Br:8][C:9]1[CH:10]=[C:11]([CH:13]=[CH:14][CH:15]=1)[NH2:12].[Cl-].[Al+3].[Cl-].[Cl-]. (4) Given the product [CH2:2]([N:6]1[C:10]([C:11]([O:13][CH2:14][CH3:15])=[O:12])=[C:9]([C:16]([S:18][CH3:19])=[O:35])[N:8]=[C:7]1[N:20]1[CH2:25][CH2:24][N:23]([C:26]([O:28][C:29]([CH3:31])([CH3:32])[CH3:30])=[O:27])[CH2:22][CH2:21]1)[C:3]#[C:4][CH3:5], predict the reactants needed to synthesize it. The reactants are: Cl.[CH2:2]([N:6]1[C:10]([C:11]([O:13][CH2:14][CH3:15])=[O:12])=[C:9]([C:16]([S:18][CH3:19])=N)[N:8]=[C:7]1[N:20]1[CH2:25][CH2:24][N:23]([C:26]([O:28][C:29]([CH3:32])([CH3:31])[CH3:30])=[O:27])[CH2:22][CH2:21]1)[C:3]#[C:4][CH3:5].C([OH:35])C. (5) Given the product [O:1]1[CH2:6][CH2:5][CH:4]([O:7][C:15]2[N:16]=[CH:17][C:18]([C:19]([O:21][CH2:22][CH3:23])=[O:20])=[CH:24][CH:25]=2)[CH2:3][CH2:2]1, predict the reactants needed to synthesize it. The reactants are: [O:1]1[CH2:6][CH2:5][CH:4]([OH:7])[CH2:3][CH2:2]1.CC(C)([O-])C.[K+].Cl[C:15]1[CH:25]=[CH:24][C:18]([C:19]([O:21][CH2:22][CH3:23])=[O:20])=[CH:17][N:16]=1.O.